Task: Predict the product of the given reaction.. Dataset: Forward reaction prediction with 1.9M reactions from USPTO patents (1976-2016) (1) Given the reactants [CH2:1]([SiH:5]([CH2:7][CH:8]([CH3:10])[CH3:9])[Cl:6])[CH:2]([CH3:4])[CH3:3].[Cl-].[Al+3].[Cl-].[Cl-].[CH3:15][C:16](=[C:18]([CH3:20])[CH3:19])[CH3:17].C1(OC)C=CC=CC=1, predict the reaction product. The product is: [C:16]([Si:5]([CH2:7][CH:8]([CH3:10])[CH3:9])([CH2:1][CH:2]([CH3:4])[CH3:3])[Cl:6])([CH:18]([CH3:20])[CH3:19])([CH3:17])[CH3:15]. (2) Given the reactants Cl[C:2]1[C:11]2[C:6](=[CH:7][N:8]=[C:9]([F:12])[CH:10]=2)[N:5]=[CH:4][C:3]=1[C:13]#[N:14].[Br:15][C:16]1[CH:17]=[C:18]([CH:20]=[CH:21][CH:22]=1)[NH2:19], predict the reaction product. The product is: [Br:15][C:16]1[CH:17]=[C:18]([NH:19][C:2]2[C:11]3[C:6](=[CH:7][N:8]=[C:9]([F:12])[CH:10]=3)[N:5]=[CH:4][C:3]=2[C:13]#[N:14])[CH:20]=[CH:21][CH:22]=1. (3) Given the reactants N1C(N)=C2C(N=CN2)=NC=1.[CH:11]1[CH:12]=[CH:13][C:14]([CH2:17][C@H:18]([NH2:33])[C:19]([NH:21][C@H:22]([C:30]([NH2:32])=[O:31])[CH2:23][C:24]2[CH:25]=[CH:26][CH:27]=[CH:28][CH:29]=2)=[O:20])=[CH:15][CH:16]=1.C([N:41](C(OC(C)(C)C)=O)[C:42]1[CH:47]=[CH:46][N:45](CC(O)=O)[C:44](=[O:52])[N:43]=1)(OC(C)(C)C)=O, predict the reaction product. The product is: [NH:45]1[CH:46]=[CH:47][C:42]([NH2:41])=[N:43][C:44]1=[O:52].[CH:11]1[CH:12]=[CH:13][C:14]([CH2:17][C@H:18]([NH2:33])[C:19]([NH:21][C@H:22]([C:30]([NH2:32])=[O:31])[CH2:23][C:24]2[CH:29]=[CH:28][CH:27]=[CH:26][CH:25]=2)=[O:20])=[CH:15][CH:16]=1. (4) Given the reactants Br[C:2]1[CH:21]=[CH:20][C:5]([O:6][CH2:7][C:8]([N:11]([CH3:19])C(=O)OC(C)(C)C)([CH3:10])[CH3:9])=[CH:4][CH:3]=1.[CH3:22][C:23]1([CH3:38])[C:27]([CH3:29])([CH3:28])[O:26][B:25](B2OC(C)(C)C(C)O2)[O:24]1.C([O-])(=O)C.[K+], predict the reaction product. The product is: [CH3:10][C:8]([NH:11][CH3:19])([CH3:9])[CH2:7][O:6][C:5]1[CH:4]=[CH:3][C:2]([B:25]2[O:26][C:27]([CH3:29])([CH3:28])[C:23]([CH3:38])([CH3:22])[O:24]2)=[CH:21][CH:20]=1.